Dataset: Forward reaction prediction with 1.9M reactions from USPTO patents (1976-2016). Task: Predict the product of the given reaction. (1) Given the reactants [NH2:1][C:2]1[S:6][C:5]([C:7]2[CH:12]=[C:11]([Cl:13])[CH:10]=[C:9]([Cl:14])[C:8]=2[OH:15])=[N:4][N:3]=1.[NH2:16][C:17]1[CH:33]=[CH:32][C:20]([C:21](C2C=CC=CC=2C(O)=O)=[O:22])=[CH:19][CH:18]=1.[CH:34]1[CH:35]=[CH:36][C:37]2N(O)N=N[C:38]=2[CH:39]=1.CCN(C(C)C)C(C)C.CCN=C=NCCCN(C)C.CN([CH:67]=[O:68])C, predict the reaction product. The product is: [C:67]([NH:16][C:17]1[CH:18]=[CH:19][C:20]([C:21]([NH:1][C:2]2[S:6][C:5]([C:7]3[CH:12]=[C:11]([Cl:13])[CH:10]=[C:9]([Cl:14])[C:8]=3[OH:15])=[N:4][N:3]=2)=[O:22])=[CH:32][CH:33]=1)(=[O:68])[C:38]1[CH:37]=[CH:36][CH:35]=[CH:34][CH:39]=1. (2) Given the reactants [CH2:1]([NH:8][C@@H:9]([CH2:12][CH3:13])[CH2:10][OH:11])[C:2]1[CH:7]=[CH:6][CH:5]=[CH:4][CH:3]=1.[F-].F[C:16]1[CH:21]=[CH:20][C:19]([C:22]([F:25])([F:24])[F:23])=[CH:18][C:17]=1[N+:26]([O-:28])=[O:27].C([O-])([O-])=O.[K+].[K+], predict the reaction product. The product is: [CH2:1]([N:8]([C:16]1[CH:21]=[CH:20][C:19]([C:22]([F:25])([F:23])[F:24])=[CH:18][C:17]=1[N+:26]([O-:28])=[O:27])[C@@H:9]([CH2:12][CH3:13])[CH2:10][OH:11])[C:2]1[CH:7]=[CH:6][CH:5]=[CH:4][CH:3]=1.